Task: Regression. Given two drug SMILES strings and cell line genomic features, predict the synergy score measuring deviation from expected non-interaction effect.. Dataset: NCI-60 drug combinations with 297,098 pairs across 59 cell lines Drug 1: CCC1(CC2CC(C3=C(CCN(C2)C1)C4=CC=CC=C4N3)(C5=C(C=C6C(=C5)C78CCN9C7C(C=CC9)(C(C(C8N6C=O)(C(=O)OC)O)OC(=O)C)CC)OC)C(=O)OC)O.OS(=O)(=O)O. Drug 2: C1=CN(C=N1)CC(O)(P(=O)(O)O)P(=O)(O)O. Cell line: ACHN. Synergy scores: CSS=0.797, Synergy_ZIP=5.79, Synergy_Bliss=0.346, Synergy_Loewe=-7.32, Synergy_HSA=-4.75.